Dataset: Full USPTO retrosynthesis dataset with 1.9M reactions from patents (1976-2016). Task: Predict the reactants needed to synthesize the given product. Given the product [O:4]=[C:3]([N:5]1[CH2:10][CH2:9][C:8](=[O:11])[CH2:7][CH2:6]1)[CH2:2][N:15]1[CH2:14][CH2:13][N:12]([C:18]([O:20][C:21]([CH3:24])([CH3:23])[CH3:22])=[O:19])[CH2:17][CH2:16]1, predict the reactants needed to synthesize it. The reactants are: Cl[CH2:2][C:3]([N:5]1[CH2:10][CH2:9][C:8](=[O:11])[CH2:7][CH2:6]1)=[O:4].[N:12]1([C:18]([O:20][C:21]([CH3:24])([CH3:23])[CH3:22])=[O:19])[CH2:17][CH2:16][NH:15][CH2:14][CH2:13]1.C(N(C(C)C)C(C)C)C.O.